From a dataset of Full USPTO retrosynthesis dataset with 1.9M reactions from patents (1976-2016). Predict the reactants needed to synthesize the given product. (1) Given the product [CH:11]1([CH2:16][CH2:17][C:18]([N:20]=[C:21]=[S:22])=[O:19])[CH2:12][CH2:13][CH2:14][CH2:15]1.[CH:11]1([CH2:16][CH2:17][C:18]([NH:20][C:21]([NH:42][C:41]2[CH:43]=[CH:44][C:38]([O:37][C:28]3[C:27]4[C:32](=[CH:33][C:34]([O:35][CH3:36])=[C:25]([O:24][CH3:23])[CH:26]=4)[N:31]=[CH:30][CH:29]=3)=[CH:39][C:40]=2[F:45])=[S:22])=[O:19])[CH2:12][CH2:13][CH2:14][CH2:15]1, predict the reactants needed to synthesize it. The reactants are: C1(CCC(Cl)=O)CCCC1.[CH:11]1([CH2:16][CH2:17][C:18]([N:20]=[C:21]=[S:22])=[O:19])[CH2:15][CH2:14][CH2:13][CH2:12]1.[CH3:23][O:24][C:25]1[CH:26]=[C:27]2[C:32](=[CH:33][C:34]=1[O:35][CH3:36])[N:31]=[CH:30][CH:29]=[C:28]2[O:37][C:38]1[CH:44]=[CH:43][C:41]([NH2:42])=[C:40]([F:45])[CH:39]=1.C1(C)C=CC=CC=1. (2) Given the product [CH3:1][S:2]([C:5]1[CH:6]=[CH:7][C:8]([N:11]2[C:19]3[C:18]4[CH:20]=[C:21]([N+:24]([O-:26])=[O:25])[CH:22]=[CH:23][C:17]=4[CH2:16][CH2:15][C:14]=3[C:13]([C:27]([NH2:32])=[O:29])=[N:12]2)=[CH:9][CH:10]=1)(=[O:3])=[O:4], predict the reactants needed to synthesize it. The reactants are: [CH3:1][S:2]([C:5]1[CH:10]=[CH:9][C:8]([N:11]2[C:19]3[C:18]4[CH:20]=[C:21]([N+:24]([O-:26])=[O:25])[CH:22]=[CH:23][C:17]=4[CH2:16][CH2:15][C:14]=3[C:13]([C:27]([O:29]CC)=O)=[N:12]2)=[CH:7][CH:6]=1)(=[O:4])=[O:3].[NH3:32].